The task is: Predict the reactants needed to synthesize the given product.. This data is from Full USPTO retrosynthesis dataset with 1.9M reactions from patents (1976-2016). (1) Given the product [C:61]([CH:60]([NH:59][C:15]([C:13]1[N:12]=[N:11][N:10]([CH2:9][CH2:8][NH:7][C:5](=[O:6])[C:4]2[CH:18]=[CH:19][C:20]([O:24][CH3:25])=[C:21]([O:22][CH3:23])[C:3]=2[O:2][CH3:1])[CH:14]=1)=[O:17])[C:63]1[CH:68]=[CH:67][C:66]([CH2:69][CH3:70])=[CH:65][CH:64]=1)#[N:62], predict the reactants needed to synthesize it. The reactants are: [CH3:1][O:2][C:3]1[C:21]([O:22][CH3:23])=[C:20]([O:24][CH3:25])[CH:19]=[CH:18][C:4]=1[C:5]([NH:7][CH2:8][CH2:9][N:10]1[CH:14]=[C:13]([C:15]([OH:17])=O)[N:12]=[N:11]1)=[O:6].C(N(C(C)C)C(C)C)C.CN(C(ON1N=NC2C=CC=NC1=2)=[N+](C)C)C.F[P-](F)(F)(F)(F)F.[NH2:59][CH:60]([C:63]1[CH:68]=[CH:67][C:66]([CH2:69][CH3:70])=[CH:65][CH:64]=1)[C:61]#[N:62]. (2) Given the product [CH2:2]([O:9][C:10]1[CH:19]=[CH:18][CH:17]=[C:16]2[C:11]=1[CH2:12][CH2:13][CH2:14][CH:15]2[C:20]([N:22]([C:29]1[CH:30]=[N:31][C:32]([CH:35]([CH3:37])[CH3:36])=[CH:33][CH:34]=1)[CH2:23][C:24]1[CH:25]=[N:26][N:27]([CH2:39][C:40]2[CH:45]=[CH:44][C:43]([CH3:46])=[CH:42][N:41]=2)[CH:28]=1)=[O:21])[C:3]1[CH:8]=[CH:7][CH:6]=[CH:5][CH:4]=1, predict the reactants needed to synthesize it. The reactants are: Cl.[CH2:2]([O:9][C:10]1[CH:19]=[CH:18][CH:17]=[C:16]2[C:11]=1[CH2:12][CH2:13][CH2:14][CH:15]2[C:20]([N:22]([C:29]1[CH:30]=[N:31][C:32]([CH:35]([CH3:37])[CH3:36])=[CH:33][CH:34]=1)[CH2:23][C:24]1[CH:25]=[N:26][NH:27][CH:28]=1)=[O:21])[C:3]1[CH:8]=[CH:7][CH:6]=[CH:5][CH:4]=1.Cl[CH2:39][C:40]1[CH:45]=[CH:44][C:43]([CH3:46])=[CH:42][N:41]=1.